From a dataset of Catalyst prediction with 721,799 reactions and 888 catalyst types from USPTO. Predict which catalyst facilitates the given reaction. (1) Reactant: [CH2:1]([O:8][C:9]1[C:10]([F:27])=[C:11]([F:26])[C:12]([NH:18][C:19]2[CH:24]=[CH:23][CH:22]=[CH:21][C:20]=2[F:25])=[C:13]([CH:17]=1)[C:14]([OH:16])=[O:15])[C:2]1[CH:7]=[CH:6][CH:5]=[CH:4][CH:3]=1.C(=O)(O)[O-].[K+].[CH2:33](Br)[C:34]1[CH:39]=[CH:38][CH:37]=[CH:36][CH:35]=1.O. Product: [CH2:1]([O:8][C:9]1[C:10]([F:27])=[C:11]([F:26])[C:12]([NH:18][C:19]2[CH:24]=[CH:23][CH:22]=[CH:21][C:20]=2[F:25])=[C:13]([CH:17]=1)[C:14]([O:16][CH2:33][C:34]1[CH:39]=[CH:38][CH:37]=[CH:36][CH:35]=1)=[O:15])[C:2]1[CH:3]=[CH:4][CH:5]=[CH:6][CH:7]=1. The catalyst class is: 3. (2) Reactant: Cl.[O:2]=[C:3]1[NH:8][C:7](=[O:9])[C:6]([C:10]2[C:11]([C:16]#[N:17])=[N:12][CH:13]=[CH:14][CH:15]=2)=[CH:5][NH:4]1.C([O-])([O-])=O.[K+].[K+].Br[CH2:25][CH2:26][CH:27]([O:30][CH3:31])[O:28][CH3:29].O. Product: [CH3:29][O:28][CH:27]([O:30][CH3:31])[CH2:26][CH2:25][N:4]1[CH:5]=[C:6]([C:10]2[C:11]([C:16]#[N:17])=[N:12][CH:13]=[CH:14][CH:15]=2)[C:7](=[O:9])[NH:8][C:3]1=[O:2]. The catalyst class is: 3. (3) The catalyst class is: 118. Product: [ClH:18].[ClH:19].[Cl:18][C:13]1[CH:14]=[CH:15][CH:16]=[CH:17][C:12]=1[CH:8]([N:26]1[CH2:25][CH2:24][N:23]2[CH2:27][CH2:28][CH2:29][C@@H:22]2[CH2:21]1)[C:9]([OH:11])=[O:10]. Reactant: C(=O)([O-])[O-].[K+].[K+].Br[CH:8]([C:12]1[CH:17]=[CH:16][CH:15]=[CH:14][C:13]=1[Cl:18])[C:9]([OH:11])=[O:10].[ClH:19].Cl.[CH2:21]1[NH:26][CH2:25][CH2:24][N:23]2[CH2:27][CH2:28][CH2:29][C@H:22]12. (4) The catalyst class is: 1. Reactant: [CH3:1][N:2]([C:14]1[CH:19]=[CH:18][CH:17]=[CH:16][N:15]=1)[C:3]1[CH:13]=[CH:12][C:6]([C:7](OCC)=[O:8])=[CH:5][CH:4]=1.[H-].[H-].[H-].[H-].[Li+].[Al+3]. Product: [CH3:1][N:2]([C:14]1[CH:19]=[CH:18][CH:17]=[CH:16][N:15]=1)[C:3]1[CH:4]=[CH:5][C:6]([CH2:7][OH:8])=[CH:12][CH:13]=1. (5) Reactant: C([O:8][CH2:9][CH2:10][N:11]1[C:20]2[N:19]=[C:18]([C:21]#[N:22])[N:17]=[C:16]([N:23]3[CH2:28][CH2:27][CH2:26][CH2:25][CH2:24]3)[C:15]=2[NH:14][CH2:13][CH2:12]1)C1C=CC=CC=1.B(Cl)(Cl)Cl. Product: [OH:8][CH2:9][CH2:10][N:11]1[C:20]2[N:19]=[C:18]([C:21]#[N:22])[N:17]=[C:16]([N:23]3[CH2:28][CH2:27][CH2:26][CH2:25][CH2:24]3)[C:15]=2[NH:14][CH2:13][CH2:12]1. The catalyst class is: 4.